This data is from Forward reaction prediction with 1.9M reactions from USPTO patents (1976-2016). The task is: Predict the product of the given reaction. (1) The product is: [NH2:1][C@H:2]1[CH2:7][CH2:6][C@H:5]([NH:8][C:9]2[CH:10]=[C:11]([NH:28][S:29]([CH3:32])(=[O:30])=[O:31])[C:12]3[N:13]([C:15]([C:18]([NH:20][C:21]4[CH:26]=[CH:25][N:24]=[CH:23][C:22]=4[F:27])=[O:19])=[CH:16][N:17]=3)[N:14]=2)[CH2:4][CH2:3]1. Given the reactants [NH2:1][C@H:2]1[CH2:7][CH2:6][C@H:5]([NH:8][C:9]2[CH:10]=[C:11]([N:28](CC3C=CC(OC)=CC=3)[S:29]([CH3:32])(=[O:31])=[O:30])[C:12]3[N:13]([C:15]([C:18]([NH:20][C:21]4[CH:26]=[CH:25][N:24]=[CH:23][C:22]=4[F:27])=[O:19])=[CH:16][N:17]=3)[N:14]=2)[CH2:4][CH2:3]1, predict the reaction product. (2) Given the reactants [F:1][C:2]1([F:23])[C@@H:7]([C:8]2[CH:13]=[CH:12][C:11]([O:14][CH3:15])=[CH:10][CH:9]=2)[CH2:6][CH2:5][N:4](C(OC(C)(C)C)=O)[CH2:3]1.[C:24]([OH:30])([C:26]([F:29])([F:28])[F:27])=[O:25], predict the reaction product. The product is: [F:27][C:26]([F:29])([F:28])[C:24]([OH:30])=[O:25].[F:23][C:2]1([F:1])[CH:7]([C:8]2[CH:13]=[CH:12][C:11]([O:14][CH3:15])=[CH:10][CH:9]=2)[CH2:6][CH2:5][NH:4][CH2:3]1. (3) Given the reactants [CH3:1][C:2]1[CH:7]=[CH:6][CH:5]=[C:4]([C:8]#[C:9][CH:10]=[C:11]2[CH2:16][CH2:15][NH:14][CH2:13][CH2:12]2)[N:3]=1.F[C:18]1[CH:23]=[C:22]([O:24][CH3:25])[CH:21]=[CH:20][C:19]=1[N+:26]([O-:28])=[O:27], predict the reaction product. The product is: [CH3:25][O:24][C:22]1[CH:21]=[CH:20][C:19]([N+:26]([O-:28])=[O:27])=[C:18]([N:14]2[CH2:13][CH2:12][C:11](=[CH:10][C:9]#[C:8][C:4]3[CH:5]=[CH:6][CH:7]=[C:2]([CH3:1])[N:3]=3)[CH2:16][CH2:15]2)[CH:23]=1.